From a dataset of Full USPTO retrosynthesis dataset with 1.9M reactions from patents (1976-2016). Predict the reactants needed to synthesize the given product. Given the product [Br:1][C:2]1[CH:9]=[C:6]2[C:5](=[CH:4][CH:3]=1)[O:10][C:22](=[O:23])[C:21]([S:18]([NH:17][C:16]1[CH:25]=[CH:26][C:13]([O:12][CH3:11])=[CH:14][CH:15]=1)(=[O:20])=[O:19])=[CH:7]2, predict the reactants needed to synthesize it. The reactants are: [Br:1][C:2]1[CH:9]=[C:6]([CH:7]=O)[C:5]([OH:10])=[CH:4][CH:3]=1.[CH3:11][O:12][C:13]1[CH:26]=[CH:25][C:16]([NH:17][S:18]([CH2:21][C:22](O)=[O:23])(=[O:20])=[O:19])=[CH:15][CH:14]=1.